This data is from Reaction yield outcomes from USPTO patents with 853,638 reactions. The task is: Predict the reaction yield, written as a fraction of the theoretical maximum amount of product (1.0 means a 100% yield; for example, 0.34 means a 34% yield). (1) The reactants are [OH:1][C:2]1[CH:11]=[CH:10][CH:9]=[C:8]2[C:3]=1[CH:4]=[CH:5][N:6]=[CH:7]2.[CH3:12][O-].[Na+]. The catalyst is CO.[Cl-].C1([N+](C)(C)C)C=CC=CC=1.CN(C=O)C. The product is [CH3:12][O:1][C:2]1[CH:11]=[CH:10][CH:9]=[C:8]2[C:3]=1[CH:4]=[CH:5][N:6]=[CH:7]2. The yield is 0.560. (2) The reactants are [C:1]([O:5][C:6]([NH:8][CH2:9][C:10]1[CH:15]=[CH:14][C:13](B(O)O)=[CH:12][CH:11]=1)=[O:7])([CH3:4])([CH3:3])[CH3:2].I[C:20]1[C:28]2[C:27]([NH2:29])=[N:26][CH:25]=[N:24][C:23]=2[N:22]([S:30]([C:33]2[CH:38]=[CH:37][CH:36]=[CH:35][CH:34]=2)(=[O:32])=[O:31])[CH:21]=1.C([O-])([O-])=O.[K+].[K+]. The catalyst is O1CCOCC1.O.C1C=CC(P(C2C=CC=CC=2)[C-]2C=CC=C2)=CC=1.C1C=CC(P(C2C=CC=CC=2)[C-]2C=CC=C2)=CC=1.Cl[Pd]Cl.[Fe+2]. The product is [NH2:29][C:27]1[C:28]2[C:20]([C:13]3[CH:14]=[CH:15][C:10]([CH2:9][NH:8][C:6](=[O:7])[O:5][C:1]([CH3:4])([CH3:3])[CH3:2])=[CH:11][CH:12]=3)=[CH:21][N:22]([S:30]([C:33]3[CH:38]=[CH:37][CH:36]=[CH:35][CH:34]=3)(=[O:32])=[O:31])[C:23]=2[N:24]=[CH:25][N:26]=1. The yield is 0.680. (3) The reactants are [H-].[Na+].[OH:3][C:4]1[CH:5]=[C:6]([CH:30]=[CH:31][CH:32]=1)[O:7][CH2:8][CH2:9][O:10][C:11]1[C:12]([N:17]2[CH2:22][CH2:21][N:20]([C:23]([O:25][C:26]([CH3:29])([CH3:28])[CH3:27])=[O:24])[CH2:19][CH2:18]2)=[N:13][CH:14]=[CH:15][N:16]=1.[CH3:33][O:34][CH2:35][CH2:36]Br. The catalyst is CN(C=O)C. The product is [CH3:33][O:34][CH2:35][CH2:36][O:3][C:4]1[CH:5]=[C:6]([CH:30]=[CH:31][CH:32]=1)[O:7][CH2:8][CH2:9][O:10][C:11]1[C:12]([N:17]2[CH2:22][CH2:21][N:20]([C:23]([O:25][C:26]([CH3:28])([CH3:29])[CH3:27])=[O:24])[CH2:19][CH2:18]2)=[N:13][CH:14]=[CH:15][N:16]=1. The yield is 0.690.